This data is from NCI-60 drug combinations with 297,098 pairs across 59 cell lines. The task is: Regression. Given two drug SMILES strings and cell line genomic features, predict the synergy score measuring deviation from expected non-interaction effect. (1) Synergy scores: CSS=19.8, Synergy_ZIP=-3.65, Synergy_Bliss=2.89, Synergy_Loewe=5.13, Synergy_HSA=5.78. Cell line: RXF 393. Drug 2: C1C(C(OC1N2C=NC(=NC2=O)N)CO)O. Drug 1: CN1CCC(CC1)COC2=C(C=C3C(=C2)N=CN=C3NC4=C(C=C(C=C4)Br)F)OC. (2) Drug 1: CC1C(C(CC(O1)OC2CC(CC3=C2C(=C4C(=C3O)C(=O)C5=C(C4=O)C(=CC=C5)OC)O)(C(=O)C)O)N)O.Cl. Drug 2: C1=CC(=CC=C1C#N)C(C2=CC=C(C=C2)C#N)N3C=NC=N3. Cell line: HOP-92. Synergy scores: CSS=3.33, Synergy_ZIP=-7.83, Synergy_Bliss=-7.78, Synergy_Loewe=-7.47, Synergy_HSA=-6.22. (3) Synergy scores: CSS=-2.49, Synergy_ZIP=1.56, Synergy_Bliss=-0.315, Synergy_Loewe=-0.895, Synergy_HSA=-4.48. Cell line: SNB-19. Drug 2: COC1=C2C(=CC3=C1OC=C3)C=CC(=O)O2. Drug 1: C#CCC(CC1=CN=C2C(=N1)C(=NC(=N2)N)N)C3=CC=C(C=C3)C(=O)NC(CCC(=O)O)C(=O)O. (4) Cell line: CCRF-CEM. Drug 2: C1=C(C(=O)NC(=O)N1)N(CCCl)CCCl. Drug 1: CCC1=CC2CC(C3=C(CN(C2)C1)C4=CC=CC=C4N3)(C5=C(C=C6C(=C5)C78CCN9C7C(C=CC9)(C(C(C8N6C)(C(=O)OC)O)OC(=O)C)CC)OC)C(=O)OC.C(C(C(=O)O)O)(C(=O)O)O. Synergy scores: CSS=74.7, Synergy_ZIP=-1.04, Synergy_Bliss=-0.393, Synergy_Loewe=-0.782, Synergy_HSA=2.15. (5) Drug 1: C1=CC(=CC=C1C#N)C(C2=CC=C(C=C2)C#N)N3C=NC=N3. Drug 2: CCCCC(=O)OCC(=O)C1(CC(C2=C(C1)C(=C3C(=C2O)C(=O)C4=C(C3=O)C=CC=C4OC)O)OC5CC(C(C(O5)C)O)NC(=O)C(F)(F)F)O. Cell line: EKVX. Synergy scores: CSS=19.6, Synergy_ZIP=-4.32, Synergy_Bliss=1.66, Synergy_Loewe=0.349, Synergy_HSA=-0.829. (6) Drug 1: C1C(C(OC1N2C=NC3=C(N=C(N=C32)Cl)N)CO)O. Drug 2: C(CC(=O)O)C(=O)CN.Cl. Cell line: K-562. Synergy scores: CSS=46.6, Synergy_ZIP=0.164, Synergy_Bliss=-0.516, Synergy_Loewe=-57.2, Synergy_HSA=0.755. (7) Drug 1: CN1C2=C(C=C(C=C2)N(CCCl)CCCl)N=C1CCCC(=O)O.Cl. Synergy scores: CSS=4.84, Synergy_ZIP=-2.39, Synergy_Bliss=1.02, Synergy_Loewe=-2.17, Synergy_HSA=-1.82. Cell line: SK-MEL-28. Drug 2: CC12CCC3C(C1CCC2OP(=O)(O)O)CCC4=C3C=CC(=C4)OC(=O)N(CCCl)CCCl.[Na+]. (8) Drug 1: CNC(=O)C1=CC=CC=C1SC2=CC3=C(C=C2)C(=NN3)C=CC4=CC=CC=N4. Drug 2: C1=NNC2=C1C(=O)NC=N2. Cell line: SF-295. Synergy scores: CSS=9.64, Synergy_ZIP=-3.47, Synergy_Bliss=-1.51, Synergy_Loewe=0.229, Synergy_HSA=-0.0187.